Predict the reactants needed to synthesize the given product. From a dataset of Full USPTO retrosynthesis dataset with 1.9M reactions from patents (1976-2016). (1) Given the product [Cl:1][C:2]1[CH:3]=[C:4]([C:31]#[C:30][CH2:29][OH:32])[CH:5]=[CH:6][C:7]=1[Cl:8], predict the reactants needed to synthesize it. The reactants are: [Cl:1][C:2]1[CH:3]=[C:4](I)[CH:5]=[CH:6][C:7]=1[Cl:8].C1(P(C2C=CC=CC=2)C2C=CC=CC=2)C=CC=CC=1.[CH2:29]([OH:32])[C:30]#[CH:31].C(N(C(C)C)CC)(C)C. (2) Given the product [Cl:17][C:18]1[CH:19]=[CH:20][C:21]([CH2:25][OH:26])=[C:22]([O:24][CH2:12][C:13]([F:16])([F:15])[F:14])[CH:23]=1, predict the reactants needed to synthesize it. The reactants are: CC1C=CC(S(O[CH2:12][C:13]([F:16])([F:15])[F:14])(=O)=O)=CC=1.[Cl:17][C:18]1[CH:19]=[CH:20][C:21]([CH2:25][OH:26])=[C:22]([OH:24])[CH:23]=1.C([O-])([O-])=O.[K+].[K+]. (3) Given the product [ClH:10].[N:4]12[CH2:9][CH2:8][CH:7]([CH2:6][CH2:5]1)[C@@H:2]([NH:1][C:16]([NH2:18])=[NH:17])[CH2:3]2, predict the reactants needed to synthesize it. The reactants are: [NH2:1][C@@H:2]1[CH:7]2[CH2:8][CH2:9][N:4]([CH2:5][CH2:6]2)[CH2:3]1.[ClH:10].N1C=CC([C:16]([NH2:18])=[NH:17])=N1.CCN(C(C)C)C(C)C. (4) Given the product [CH3:36][C@@:26]([S:32]([CH3:35])(=[O:33])=[O:34])([CH2:25][CH2:24][N:12]1[CH:13]=[C:9]([B:4]2[O:5][C:6]([CH3:7])([CH3:8])[C:2]([CH3:14])([CH3:1])[O:3]2)[CH:10]=[N:11]1)[C:27]([O:29][CH2:30][CH3:31])=[O:28], predict the reactants needed to synthesize it. The reactants are: [CH3:1][C:2]1([CH3:14])[C:6]([CH3:8])([CH3:7])[O:5][B:4]([C:9]2[CH:10]=[N:11][NH:12][CH:13]=2)[O:3]1.C(=O)([O-])[O-].[Cs+].[Cs+].[I-].[Na+].Br[CH2:24][CH2:25][C@@:26]([CH3:36])([S:32]([CH3:35])(=[O:34])=[O:33])[C:27]([O:29][CH2:30][CH3:31])=[O:28]. (5) Given the product [Cl:1][C:2]1[CH:3]=[CH:4][C:5]2[NH:11][C:10]3[CH:12]=[CH:13][CH:14]=[CH:15][C:9]=3[C:8]([NH:22][CH2:21][CH2:20][NH:19][CH3:18])=[N:7][C:6]=2[CH:17]=1, predict the reactants needed to synthesize it. The reactants are: [Cl:1][C:2]1[CH:3]=[CH:4][C:5]2[NH:11][C:10]3[CH:12]=[CH:13][CH:14]=[CH:15][C:9]=3[C:8](=O)[NH:7][C:6]=2[CH:17]=1.[CH3:18][NH:19][CH2:20][CH2:21][NH2:22]. (6) Given the product [CH3:1][O:2][C:3]([C:5]1[C:10]([O:11][CH2:12][C:13]2[CH:18]=[CH:17][CH:16]=[CH:15][CH:14]=2)=[C:9]([S:22][CH3:21])[CH:8]=[C:7]([Br:20])[N:6]=1)=[O:4], predict the reactants needed to synthesize it. The reactants are: [CH3:1][O:2][C:3]([C:5]1[C:10]([O:11][CH2:12][C:13]2[CH:18]=[CH:17][CH:16]=[CH:15][CH:14]=2)=[C:9](Br)[CH:8]=[C:7]([Br:20])[N:6]=1)=[O:4].[CH3:21][S-:22].[Na+].